Dataset: Forward reaction prediction with 1.9M reactions from USPTO patents (1976-2016). Task: Predict the product of the given reaction. (1) Given the reactants [NH2:1][C:2]1[CH:7]=[CH:6][C:5]([CH3:8])=[CH:4][CH:3]=1.C([O-])(=O)C.[Na+].Br[CH2:15][C:16]([O:18][CH2:19][CH3:20])=[O:17], predict the reaction product. The product is: [CH2:19]([O:18][C:16](=[O:17])[CH2:15][NH:1][C:2]1[CH:7]=[CH:6][C:5]([CH3:8])=[CH:4][CH:3]=1)[CH3:20]. (2) Given the reactants [Br:1][C:2]1[CH:3]=[CH:4][C:5]2[S:9](=[O:11])(=[O:10])[N:8]([CH2:12][CH2:13][S:14][CH3:15])[CH:7]([CH3:16])[C:6]=2[CH:17]=1.C1C=C(Cl)C=C(C(OO)=[O:26])C=1, predict the reaction product. The product is: [Br:1][C:2]1[CH:3]=[CH:4][C:5]2[S:9](=[O:11])(=[O:10])[N:8]([CH2:12][CH2:13][S:14]([CH3:15])=[O:26])[CH:7]([CH3:16])[C:6]=2[CH:17]=1. (3) Given the reactants [Br:1][C:2]1[CH:10]=[CH:9][C:5]2[NH:6][CH:7]=[N:8][C:4]=2[C:3]=1[CH3:11].[H-].[Na+].[C:14]1([C:20](Cl)([C:27]2[CH:32]=[CH:31][CH:30]=[CH:29][CH:28]=2)[C:21]2[CH:26]=[CH:25][CH:24]=[CH:23][CH:22]=2)[CH:19]=[CH:18][CH:17]=[CH:16][CH:15]=1, predict the reaction product. The product is: [Br:1][C:2]1[CH:10]=[CH:9][C:5]2[N:6]([C:20]([C:14]3[CH:19]=[CH:18][CH:17]=[CH:16][CH:15]=3)([C:27]3[CH:28]=[CH:29][CH:30]=[CH:31][CH:32]=3)[C:21]3[CH:22]=[CH:23][CH:24]=[CH:25][CH:26]=3)[CH:7]=[N:8][C:4]=2[C:3]=1[CH3:11]. (4) Given the reactants [NH:1]([C:14]([O:16][CH2:17][C:18]1[CH:23]=[CH:22][CH:21]=[CH:20][CH:19]=1)=[O:15])[C@H:2]([C:11]([OH:13])=[O:12])[CH2:3][C:4](=[O:10])[O:5][C:6]([CH3:9])([CH3:8])[CH3:7].[C:24]1([CH2:34][C@@H:35]([C:37]([OH:39])=[O:38])[NH2:36])[C:33]2[C:28](=[CH:29][CH:30]=[CH:31][CH:32]=2)[CH:27]=[CH:26][CH:25]=1.[NH2:40][C@H:41]([C:45]([O:47]CC=C)=[O:46])[CH:42]([CH3:44])[CH3:43].N1CCOCC1.[Sn], predict the reaction product. The product is: [NH:1]([C:14]([O:16][CH2:17][C:18]1[CH:23]=[CH:22][CH:21]=[CH:20][CH:19]=1)=[O:15])[C@H:2]([C:11]([OH:13])=[O:12])[CH2:3][C:4](=[O:10])[O:5][C:6]([CH3:9])([CH3:8])[CH3:7].[C:24]1([CH2:34][C@@H:35]([C:37]([OH:39])=[O:38])[NH2:36])[C:33]2[C:28](=[CH:29][CH:30]=[CH:31][CH:32]=2)[CH:27]=[CH:26][CH:25]=1.[NH2:40][C@H:41]([C:45]([OH:47])=[O:46])[CH:42]([CH3:44])[CH3:43]. (5) Given the reactants C[O-].[Na+].C1COCC1.C1(C)C(S([CH2:18][N+:19]#[C-:20])(=O)=O)=CC=CC=1.[NH2:22][C:23]1[C:28]2=[C:29]([C:34]3[CH:39]=[CH:38][C:37]([NH:40][C:41]([NH:43][C:44]4[CH:49]=[C:48]([C:50]([F:53])([F:52])[F:51])[CH:47]=[CH:46][N:45]=4)=[O:42])=[C:36]([F:54])[CH:35]=3)[CH:30]=[C:31]([CH:32]=[O:33])[N:27]2[N:26]=[CH:25][N:24]=1, predict the reaction product. The product is: [NH2:22][C:23]1[C:28]2=[C:29]([C:34]3[CH:39]=[CH:38][C:37]([NH:40][C:41]([NH:43][C:44]4[CH:49]=[C:48]([C:50]([F:52])([F:51])[F:53])[CH:47]=[CH:46][N:45]=4)=[O:42])=[C:36]([F:54])[CH:35]=3)[CH:30]=[C:31]([C:32]3[O:33][CH:20]=[N:19][CH:18]=3)[N:27]2[N:26]=[CH:25][N:24]=1. (6) Given the reactants [F:1][C:2]1[CH:3]=[CH:4][C:5]2[N:9]=[C:8]([CH3:10])[N:7]([C:11]3[C:19]4[O:18][CH2:17][C@H:16]([N:20](C(=O)C(F)(F)F)[C:21]5[CH:34]=[CH:33][C:24]6[C@H:25]([CH2:28][C:29]([O:31]C)=[O:30])[CH2:26][O:27][C:23]=6[CH:22]=5)[C:15]=4[CH:14]=[CH:13][CH:12]=3)[C:6]=2[CH:41]=1.[OH-].[Na+].Cl, predict the reaction product. The product is: [F:1][C:2]1[CH:3]=[CH:4][C:5]2[N:9]=[C:8]([CH3:10])[N:7]([C:11]3[C:19]4[O:18][CH2:17][C@H:16]([NH:20][C:21]5[CH:34]=[CH:33][C:24]6[C@H:25]([CH2:28][C:29]([OH:31])=[O:30])[CH2:26][O:27][C:23]=6[CH:22]=5)[C:15]=4[CH:14]=[CH:13][CH:12]=3)[C:6]=2[CH:41]=1. (7) Given the reactants Br[C:2]1[CH:11]=[C:10]2[C:5]([C:6](=[O:12])[NH:7][CH:8]=[N:9]2)=[CH:4][CH:3]=1.[C:13]([C:15]1[CH:20]=[CH:19][C:18]([F:21])=[CH:17][CH:16]=1)#[CH:14].C1C=CC(P(C2C=CC=CC=2)C2C=CC=CC=2)=CC=1.CCN(CC)CC, predict the reaction product. The product is: [F:21][C:18]1[CH:19]=[CH:20][C:15]([C:13]#[C:14][C:2]2[CH:11]=[C:10]3[C:5]([C:6](=[O:12])[NH:7][CH:8]=[N:9]3)=[CH:4][CH:3]=2)=[CH:16][CH:17]=1.